Dataset: Full USPTO retrosynthesis dataset with 1.9M reactions from patents (1976-2016). Task: Predict the reactants needed to synthesize the given product. Given the product [Br:8][C:6]1[CH:7]=[C:2]([NH:1][C:26](=[O:29])[CH2:27][CH3:28])[CH:3]=[C:4]([C:9]([C:11]2[CH:12]=[N:13][CH:14]=[CH:15][CH:16]=2)=[O:10])[CH:5]=1, predict the reactants needed to synthesize it. The reactants are: [NH2:1][C:2]1[CH:3]=[C:4]([C:9]([C:11]2[CH:12]=[N:13][CH:14]=[CH:15][CH:16]=2)=[O:10])[CH:5]=[C:6]([Br:8])[CH:7]=1.C(N(C(C)C)CC)(C)C.[C:26](Cl)(=[O:29])[CH2:27][CH3:28].C(=O)(O)[O-].[Na+].